From a dataset of Reaction yield outcomes from USPTO patents with 853,638 reactions. Predict the reaction yield, written as a fraction of the theoretical maximum amount of product (1.0 means a 100% yield; for example, 0.34 means a 34% yield). (1) The product is [C:1]1([C:8]2[CH:9]=[C:10]([CH:15]=[CH:16][C:17]=2[O:18][S:26]([C:29]([F:32])([F:31])[F:30])(=[O:28])=[O:27])[C:11]([O:13][CH3:14])=[O:12])[CH2:7][CH2:6][CH2:5][CH2:4][CH2:3][CH:2]=1. The catalyst is C(Cl)Cl.CN(C1C=CN=CC=1)C.[Cl-].[Na+].O. The reactants are [C:1]1([C:8]2[CH:9]=[C:10]([CH:15]=[CH:16][C:17]=2[OH:18])[C:11]([O:13][CH3:14])=[O:12])[CH2:7][CH2:6][CH2:5][CH2:4][CH2:3][CH:2]=1.C1(N([S:26]([C:29]([F:32])([F:31])[F:30])(=[O:28])=[O:27])[S:26]([C:29]([F:32])([F:31])[F:30])(=[O:28])=[O:27])C=CC=CC=1. The yield is 0.830. (2) The reactants are O1CCOCC1.Cl[C:8]1[CH:13]=[C:12]([CH:14]([S:23][C:24]2[CH:29]=[CH:28][C:27]([Cl:30])=[CH:26][CH:25]=2)[C:15]2[CH:20]=[C:19]([F:21])[CH:18]=[CH:17][C:16]=2[F:22])[C:11]([Cl:31])=[CH:10][N:9]=1.[NH2:32][CH2:33][CH2:34][N:35]1[CH2:40][CH2:39][O:38][CH2:37][CH2:36]1. The catalyst is C(OCC)(=O)C. The product is [Cl:31][C:11]1[C:12]([CH:14]([S:23][C:24]2[CH:25]=[CH:26][C:27]([Cl:30])=[CH:28][CH:29]=2)[C:15]2[CH:20]=[C:19]([F:21])[CH:18]=[CH:17][C:16]=2[F:22])=[CH:13][C:8]([NH:32][CH2:33][CH2:34][N:35]2[CH2:40][CH2:39][O:38][CH2:37][CH2:36]2)=[N:9][CH:10]=1. The yield is 0.100. (3) The reactants are N(C(OCC)=O)=NC(OCC)=O.[CH2:13]([N:20]1[CH2:24][CH2:23][C:22]([C:26]2[CH:31]=[CH:30][CH:29]=[CH:28][C:27]=2[CH2:32][OH:33])(O)[CH2:21]1)[C:14]1[CH:19]=[CH:18][CH:17]=[CH:16][CH:15]=1.C1(P(C2C=CC=CC=2)C2C=CC=CC=2)C=CC=CC=1. The catalyst is C1COCC1. The product is [CH2:13]([N:20]1[CH2:24][CH2:23][C:22]2([C:26]3[CH:31]=[CH:30][CH:29]=[CH:28][C:27]=3[CH2:32][O:33]2)[CH2:21]1)[C:14]1[CH:15]=[CH:16][CH:17]=[CH:18][CH:19]=1. The yield is 0.460. (4) The reactants are [NH2:1][C:2]1[N:3]=[C:4]([N:13]2[CH2:18][CH2:17][N:16]([C:19](=[O:29])[CH2:20][O:21][C:22]3[CH:27]=[CH:26][C:25]([Cl:28])=[CH:24][CH:23]=3)[CH2:15][CH2:14]2)[C:5]2[N:11]=[C:10](Cl)[CH:9]=[CH:8][C:6]=2[N:7]=1.[F-].[K+].[F:32][C:33]([F:44])([F:43])[C:34]1[CH:39]=[CH:38][C:37](B(O)O)=[CH:36][CH:35]=1. The catalyst is O1CCOCC1.O. The product is [NH2:1][C:2]1[N:3]=[C:4]([N:13]2[CH2:18][CH2:17][N:16]([C:19](=[O:29])[CH2:20][O:21][C:22]3[CH:27]=[CH:26][C:25]([Cl:28])=[CH:24][CH:23]=3)[CH2:15][CH2:14]2)[C:5]2[N:11]=[C:10]([C:37]3[CH:38]=[CH:39][C:34]([C:33]([F:44])([F:43])[F:32])=[CH:35][CH:36]=3)[CH:9]=[CH:8][C:6]=2[N:7]=1. The yield is 0.980. (5) The reactants are Cl[C:2]1[N:3]=[C:4]([NH:11][CH:12]2[CH2:14][CH2:13]2)[C:5]2[O:10][CH:9]=[CH:8][C:6]=2[N:7]=1.[NH2:15][C:16]1[CH:25]=[C:24]2[C:19]([CH2:20][CH:21]([CH3:27])[C:22](=[O:26])[NH:23]2)=[CH:18][CH:17]=1.C([O-])([O-])=O.[K+].[K+].CC(C1C=C(C(C)C)C(C2C=CC=CC=2P(C2CCCCC2)C2CCCCC2)=C(C(C)C)C=1)C. The catalyst is O1CCOCC1.C1C=CC(/C=C/C(/C=C/C2C=CC=CC=2)=O)=CC=1.C1C=CC(/C=C/C(/C=C/C2C=CC=CC=2)=O)=CC=1.C1C=CC(/C=C/C(/C=C/C2C=CC=CC=2)=O)=CC=1.[Pd].[Pd]. The product is [CH:12]1([NH:11][C:4]2[C:5]3[O:10][CH:9]=[CH:8][C:6]=3[N:7]=[C:2]([NH:15][C:16]3[CH:25]=[C:24]4[C:19]([CH2:20][CH:21]([CH3:27])[C:22](=[O:26])[NH:23]4)=[CH:18][CH:17]=3)[N:3]=2)[CH2:14][CH2:13]1. The yield is 0.240. (6) The reactants are [H-].C[C@H]1C[C@]23[C@@H]4CCCN2CCC[C@@H]3C(=O)C[C@@H]4C1.[N:20]1[CH:25]=[CH:24][CH:23]=[C:22]([CH:26]=[CH:27][CH2:28][C:29]([O:31]CC)=[O:30])[CH:21]=1. No catalyst specified. The product is [N:20]1[CH:25]=[CH:24][CH:23]=[C:22]([CH:26]=[CH:27][CH2:28][C:29]([OH:31])=[O:30])[CH:21]=1. The yield is 1.00. (7) The reactants are [NH2:1][C:2]1[CH:7]=[CH:6][C:5]([C:8]2[N:9]=[C:10]([CH2:13][N:14]3[CH:18]=[C:17]([C:19]([O:21][CH2:22][CH3:23])=[O:20])[CH:16]=[N:15]3)[S:11][CH:12]=2)=[CH:4][CH:3]=1.C(N(CC)CC)C.[C:31](Cl)(=[O:35])[O:32][CH2:33][CH3:34]. The catalyst is O1CCCC1. The product is [CH2:33]([O:32][C:31]([NH:1][C:2]1[CH:7]=[CH:6][C:5]([C:8]2[N:9]=[C:10]([CH2:13][N:14]3[CH:18]=[C:17]([C:19]([O:21][CH2:22][CH3:23])=[O:20])[CH:16]=[N:15]3)[S:11][CH:12]=2)=[CH:4][CH:3]=1)=[O:35])[CH3:34]. The yield is 0.540. (8) The reactants are [Br:1][CH:2]1[CH2:23][CH2:22][C:5]2=[CH:6][C:7]3[C:8]4[CH:17]=[CH:16][C:15]([CH:18]([OH:21])[CH2:19][Br:20])=[CH:14][C:9]=4[CH2:10][O:11][C:12]=3[CH:13]=[C:4]2[C:3]1=[O:24].C(=O)(O)[O-].[Na+].[Br-].[Na+].O. The catalyst is C(Cl)Cl.CC1(C)N([O])C(C)(C)CCC1.C(O)(C)C. The product is [Br:1][CH:2]1[CH2:23][CH2:22][C:5]2=[CH:6][C:7]3[C:8]4[CH:17]=[CH:16][C:15]([C:18](=[O:21])[CH2:19][Br:20])=[CH:14][C:9]=4[CH2:10][O:11][C:12]=3[CH:13]=[C:4]2[C:3]1=[O:24]. The yield is 0.760. (9) The reactants are [NH:1]1[CH2:8][CH2:7][CH2:6][C@@H:2]1[C:3]([OH:5])=[O:4].[C:9](Cl)(=[O:13])[C:10]([CH3:12])=[CH2:11].[Cl-]. The catalyst is [OH-].[Na+].CC(C)=O. The product is [C:9]([N:1]1[CH2:8][CH2:7][CH2:6][C@@H:2]1[C:3]([OH:5])=[O:4])(=[O:13])[C:10]([CH3:12])=[CH2:11]. The yield is 0.680.